From a dataset of Forward reaction prediction with 1.9M reactions from USPTO patents (1976-2016). Predict the product of the given reaction. (1) Given the reactants [CH3:1][CH:2]([NH2:26])[CH:3]([C:20]1[CH:25]=[CH:24][CH:23]=[CH:22][CH:21]=1)[O:4][C:5]1[CH:6]=[C:7]2[C:11](=[CH:12][CH:13]=1)[N:10]([C:14]1[CH:19]=[CH:18][CH:17]=[CH:16][N:15]=1)[N:9]=[CH:8]2.CCN(C(C)C)C(C)C.[CH3:36][O:37][CH2:38][C:39](Cl)=[O:40], predict the reaction product. The product is: [CH3:36][O:37][CH2:38][C:39]([NH:26][CH:2]([CH3:1])[CH:3]([C:20]1[CH:25]=[CH:24][CH:23]=[CH:22][CH:21]=1)[O:4][C:5]1[CH:6]=[C:7]2[C:11](=[CH:12][CH:13]=1)[N:10]([C:14]1[CH:19]=[CH:18][CH:17]=[CH:16][N:15]=1)[N:9]=[CH:8]2)=[O:40]. (2) Given the reactants [Cl:1][C:2]1[N:7]=[C:6]([CH2:8][OH:9])[CH:5]=[N:4][CH:3]=1.CC(OI1(OC(C)=O)(OC(C)=O)OC(=O)C2C=CC=CC1=2)=O, predict the reaction product. The product is: [Cl:1][C:2]1[N:7]=[C:6]([CH:8]=[O:9])[CH:5]=[N:4][CH:3]=1. (3) Given the reactants Cl.[Br:2][C:3]1[CH:12]=[C:11]2[C:6]([C:7]([OH:18])([C:13](=[NH:17])[O:14][CH2:15][CH3:16])[CH2:8][CH2:9][O:10]2)=[CH:5][CH:4]=1.C(N(CC)CC)C.Cl[C:27](Cl)([O:29]C(=O)OC(Cl)(Cl)Cl)Cl.Cl, predict the reaction product. The product is: [Br:2][C:3]1[CH:12]=[C:11]2[O:10][CH2:9][CH2:8][C:7]3([O:18][C:27](=[O:29])[N:17]=[C:13]3[O:14][CH2:15][CH3:16])[C:6]2=[CH:5][CH:4]=1. (4) Given the reactants C(Cl)(=O)C(Cl)=O.NC1C=CC(Cl)=CC=1[C:15]([NH:17][C:18]1[CH:23]=[CH:22][C:21]([Cl:24])=[CH:20][N:19]=1)=[O:16].N1C=CC=CC=1, predict the reaction product. The product is: [Cl:24][C:21]1[CH:22]=[CH:23][C:18]([NH:17][CH:15]=[O:16])=[N:19][CH:20]=1. (5) Given the reactants [BH4-].[Na+].[C:3]([C:6]1[S:7][CH:8]=[C:9]([C:11]([NH:13][C@H:14]([CH2:31][CH3:32])[CH2:15][N:16]2[CH:20]=[CH:19][C:18]([C:21]3[CH:26]=[CH:25][C:24]([C:27]#[N:28])=[C:23]([Cl:29])[C:22]=3[CH3:30])=[N:17]2)=[O:12])[N:10]=1)(=[O:5])[CH3:4], predict the reaction product. The product is: [Cl:29][C:23]1[C:22]([CH3:30])=[C:21]([C:18]2[CH:19]=[CH:20][N:16]([CH2:15][C@H:14]([NH:13][C:11]([C:9]3[N:10]=[C:6]([CH:3]([OH:5])[CH3:4])[S:7][CH:8]=3)=[O:12])[CH2:31][CH3:32])[N:17]=2)[CH:26]=[CH:25][C:24]=1[C:27]#[N:28]. (6) Given the reactants [F:1][C:2]1[CH:7]=[CH:6][C:5]([S:8]([C:11]2[CH:16]=[CH:15][C:14]([NH2:17])=[CH:13][CH:12]=2)(=[O:10])=[O:9])=[CH:4][CH:3]=1.[N:18]([O-])=O.[Na+], predict the reaction product. The product is: [F:1][C:2]1[CH:7]=[CH:6][C:5]([S:8]([C:11]2[CH:16]=[CH:15][C:14]([NH:17][NH2:18])=[CH:13][CH:12]=2)(=[O:10])=[O:9])=[CH:4][CH:3]=1.